The task is: Predict the reaction yield, written as a fraction of the theoretical maximum amount of product (1.0 means a 100% yield; for example, 0.34 means a 34% yield).. This data is from Reaction yield outcomes from USPTO patents with 853,638 reactions. The reactants are [CH3:1][C:2]1[C:6]([CH2:7][N:8]2[CH:12]=[C:11]([N:13]3[C:17](=[O:18])[CH2:16][NH:15][C:14]3=[O:19])[CH:10]=[N:9]2)=[C:5]([CH3:20])[O:4][N:3]=1.Br[CH2:22][C:23]1[CH:28]=[CH:27][CH:26]=[CH:25][C:24]=1[N+:29]([O-:31])=[O:30]. The yield is 0.220. The product is [CH3:1][C:2]1[C:6]([CH2:7][N:8]2[CH:12]=[C:11]([N:13]3[C:17](=[O:18])[CH2:16][N:15]([CH2:22][C:23]4[CH:28]=[CH:27][CH:26]=[CH:25][C:24]=4[N+:29]([O-:31])=[O:30])[C:14]3=[O:19])[CH:10]=[N:9]2)=[C:5]([CH3:20])[O:4][N:3]=1. No catalyst specified.